From a dataset of NCI-60 drug combinations with 297,098 pairs across 59 cell lines. Regression. Given two drug SMILES strings and cell line genomic features, predict the synergy score measuring deviation from expected non-interaction effect. (1) Drug 1: CC1=CC2C(CCC3(C2CCC3(C(=O)C)OC(=O)C)C)C4(C1=CC(=O)CC4)C. Drug 2: CCC1(CC2CC(C3=C(CCN(C2)C1)C4=CC=CC=C4N3)(C5=C(C=C6C(=C5)C78CCN9C7C(C=CC9)(C(C(C8N6C=O)(C(=O)OC)O)OC(=O)C)CC)OC)C(=O)OC)O.OS(=O)(=O)O. Cell line: SK-OV-3. Synergy scores: CSS=1.82, Synergy_ZIP=-1.08, Synergy_Bliss=-2.71, Synergy_Loewe=-2.45, Synergy_HSA=-3.53. (2) Drug 1: C1=NC2=C(N1)C(=S)N=C(N2)N. Drug 2: C1=CN(C=N1)CC(O)(P(=O)(O)O)P(=O)(O)O. Cell line: IGROV1. Synergy scores: CSS=16.5, Synergy_ZIP=0.669, Synergy_Bliss=0.565, Synergy_Loewe=-1.65, Synergy_HSA=1.74. (3) Drug 1: CC1C(C(CC(O1)OC2CC(OC(C2O)C)OC3=CC4=CC5=C(C(=O)C(C(C5)C(C(=O)C(C(C)O)O)OC)OC6CC(C(C(O6)C)O)OC7CC(C(C(O7)C)O)OC8CC(C(C(O8)C)O)(C)O)C(=C4C(=C3C)O)O)O)O. Drug 2: CC1C(C(CC(O1)OC2CC(CC3=C2C(=C4C(=C3O)C(=O)C5=CC=CC=C5C4=O)O)(C(=O)C)O)N)O. Cell line: SK-MEL-2. Synergy scores: CSS=77.5, Synergy_ZIP=25.2, Synergy_Bliss=27.9, Synergy_Loewe=19.1, Synergy_HSA=24.0. (4) Drug 1: CCCCCOC(=O)NC1=NC(=O)N(C=C1F)C2C(C(C(O2)C)O)O. Drug 2: COCCOC1=C(C=C2C(=C1)C(=NC=N2)NC3=CC=CC(=C3)C#C)OCCOC.Cl. Cell line: SK-MEL-28. Synergy scores: CSS=2.24, Synergy_ZIP=-0.0477, Synergy_Bliss=-1.00, Synergy_Loewe=-2.49, Synergy_HSA=-1.78. (5) Drug 1: C1CC(=O)NC(=O)C1N2C(=O)C3=CC=CC=C3C2=O. Drug 2: CN(C(=O)NC(C=O)C(C(C(CO)O)O)O)N=O. Cell line: HL-60(TB). Synergy scores: CSS=-4.87, Synergy_ZIP=-13.9, Synergy_Bliss=-61.3, Synergy_Loewe=-65.7, Synergy_HSA=-77.9. (6) Drug 1: CC12CCC3C(C1CCC2=O)CC(=C)C4=CC(=O)C=CC34C. Drug 2: C1C(C(OC1N2C=NC3=C(N=C(N=C32)Cl)N)CO)O. Cell line: CCRF-CEM. Synergy scores: CSS=84.3, Synergy_ZIP=3.11, Synergy_Bliss=6.89, Synergy_Loewe=4.58, Synergy_HSA=6.34. (7) Drug 1: CC1C(C(CC(O1)OC2CC(CC3=C2C(=C4C(=C3O)C(=O)C5=C(C4=O)C(=CC=C5)OC)O)(C(=O)CO)O)N)O.Cl. Drug 2: CN(C)C1=NC(=NC(=N1)N(C)C)N(C)C. Cell line: EKVX. Synergy scores: CSS=-0.951, Synergy_ZIP=2.20, Synergy_Bliss=5.37, Synergy_Loewe=1.34, Synergy_HSA=1.14.